This data is from Catalyst prediction with 721,799 reactions and 888 catalyst types from USPTO. The task is: Predict which catalyst facilitates the given reaction. Reactant: [C:1]([C:5]1[CH:10]=[CH:9][C:8]([C:11]2[S:12][C:13]3[C:19]([N:20]4[CH2:25][CH2:24][NH:23][CH2:22][CH2:21]4)=[CH:18][CH:17]=[CH:16][C:14]=3[N:15]=2)=[CH:7][CH:6]=1)([CH3:4])([CH3:3])[CH3:2].[N:26]1[C:35]2[C:30](=[CH:31][CH:32]=[CH:33][CH:34]=2)[N:29]=[CH:28][C:27]=1[CH:36]=O.C(O[BH-](OC(=O)C)OC(=O)C)(=O)C.[Na+]. Product: [C:1]([C:5]1[CH:6]=[CH:7][C:8]([C:11]2[S:12][C:13]3[C:19]([N:20]4[CH2:25][CH2:24][N:23]([CH2:36][C:27]5[CH:28]=[N:29][C:30]6[C:35](=[CH:34][CH:33]=[CH:32][CH:31]=6)[N:26]=5)[CH2:22][CH2:21]4)=[CH:18][CH:17]=[CH:16][C:14]=3[N:15]=2)=[CH:9][CH:10]=1)([CH3:4])([CH3:2])[CH3:3]. The catalyst class is: 478.